The task is: Binary Classification. Given a drug SMILES string, predict its activity (active/inactive) in a high-throughput screening assay against a specified biological target.. This data is from Orexin1 receptor HTS with 218,158 compounds and 233 confirmed actives. (1) The molecule is O(c1c(CNC2CCCCCCC2)cccc1OC)C. The result is 0 (inactive). (2) The drug is s1c(C(=O)CCC(OCC(=O)Nc2cc(OC)c(OC)cc2)=O)ccc1. The result is 0 (inactive). (3) The compound is FC(F)(F)c1nc(Nc2c(n(n(c2=O)c2ccccc2)C)C)c2c(n1)cccc2. The result is 0 (inactive). (4) The drug is S(c1n(c2c(n1)cccc2)CCC(O)=O)CCOc1cc(ccc1)C. The result is 1 (active). (5) The drug is O=c1[nH]c2c(cc1CCNC(=O)c1cc([N+]([O-])=O)ccc1)cc(c(c2)C)C. The result is 0 (inactive). (6) The drug is Ic1c(NC(=O)C)c(I)c(c(I)c1NC(=O)C)C([O-])=O. The result is 0 (inactive). (7) The compound is O(Cc1ccccc1)c1ccc(cc1)C(=O)N\C(=C\c1cccnc1)C(OC)=O. The result is 0 (inactive).